This data is from Peptide-MHC class II binding affinity with 134,281 pairs from IEDB. The task is: Regression. Given a peptide amino acid sequence and an MHC pseudo amino acid sequence, predict their binding affinity value. This is MHC class II binding data. (1) The peptide sequence is PARLFKAFVLDSDNL. The MHC is HLA-DQA10501-DQB10201 with pseudo-sequence HLA-DQA10501-DQB10201. The binding affinity (normalized) is 0.771. (2) The peptide sequence is VRSGGHDYEGLSYRS. The MHC is DRB1_1602 with pseudo-sequence DRB1_1602. The binding affinity (normalized) is 0.437. (3) The peptide sequence is VLEWRFDSRLAFHHV. The MHC is HLA-DPA10103-DPB10301 with pseudo-sequence HLA-DPA10103-DPB10301. The binding affinity (normalized) is 0.574. (4) The peptide sequence is VAVIWYDGSNKYYAD. The MHC is DRB3_0101 with pseudo-sequence DRB3_0101. The binding affinity (normalized) is 0.979. (5) The peptide sequence is GWSSLGREYAAVAEE. The MHC is DRB1_1501 with pseudo-sequence DRB1_1501. The binding affinity (normalized) is 0.355.